The task is: Predict which catalyst facilitates the given reaction.. This data is from Catalyst prediction with 721,799 reactions and 888 catalyst types from USPTO. (1) Reactant: [CH3:1][S:2]([C:5]1[CH:10]=[CH:9][C:8]([C:11](=O)[CH2:12][N+:13]([O-:15])=[O:14])=[CH:7][CH:6]=1)(=[O:4])=[O:3].[NH2:17][OH:18].Cl.C(O)(=O)C. Product: [CH3:1][S:2]([C:5]1[CH:10]=[CH:9][C:8]([C:11](=[N:17][OH:18])[CH2:12][N+:13]([O-:15])=[O:14])=[CH:7][CH:6]=1)(=[O:4])=[O:3]. The catalyst class is: 8. (2) Reactant: [F:1][C:2]([F:35])([F:34])[C:3]1[CH:4]=[C:5]([C:13]([CH3:33])([CH3:32])[C:14]([N:16]([C:18]2[CH:19]=[N:20][C:21](Cl)=[CH:22][C:23]=2[C:24]2[CH:29]=[CH:28][CH:27]=[CH:26][C:25]=2[CH3:30])[CH3:17])=[O:15])[CH:6]=[C:7]([C:9]([F:12])([F:11])[F:10])[CH:8]=1.[CH2:36]1[NH:41][CH2:40][CH2:39][N:38]2[C:42](=[O:45])[CH2:43][CH2:44][C@@H:37]12.C(=O)([O-])[O-].[K+].[K+].[NH4+].[Cl-]. Product: [F:1][C:2]([F:35])([F:34])[C:3]1[CH:4]=[C:5]([C:13]([CH3:33])([CH3:32])[C:14]([N:16]([CH3:17])[C:18]2[CH:19]=[N:20][C:21]([N:41]3[CH2:40][CH2:39][N:38]4[C:42](=[O:45])[CH2:43][CH2:44][C@H:37]4[CH2:36]3)=[CH:22][C:23]=2[C:24]2[CH:29]=[CH:28][CH:27]=[CH:26][C:25]=2[CH3:30])=[O:15])[CH:6]=[C:7]([C:9]([F:12])([F:11])[F:10])[CH:8]=1. The catalyst class is: 16. (3) Reactant: [F:1][C:2]([F:7])([F:6])[C:3]([CH3:5])=O.C1(P(=[CH:27][C:28]([O:30][CH2:31][C:32]2[CH:37]=[CH:36][CH:35]=[CH:34][CH:33]=2)=[O:29])(C2C=CC=CC=2)C2C=CC=CC=2)C=CC=CC=1. Product: [F:1][C:2]([F:7])([F:6])[C:3]([CH3:5])=[CH:27][C:28]([O:30][CH2:31][C:32]1[CH:33]=[CH:34][CH:35]=[CH:36][CH:37]=1)=[O:29]. The catalyst class is: 2. (4) Reactant: C(Cl)(=O)C(Cl)=O.[I:7][C:8]1[C:9]([C:22]([OH:24])=O)=[N:10][N:11]([CH2:13][C:14]2[CH:19]=[CH:18][C:17]([O:20][CH3:21])=[CH:16][CH:15]=2)[CH:12]=1.[I:25][C:26]1[CH:27]=[N:28][N:29]([CH2:34][C:35]2[CH:40]=[CH:39][C:38]([O:41][CH3:42])=[CH:37][CH:36]=2)[C:30]=1[C:31]([OH:33])=O.Cl.[CH3:44][NH:45][O:46][CH3:47].CCN(CC)CC. Product: [I:7][C:8]1[C:9]([C:22]([N:45]([O:46][CH3:47])[CH3:44])=[O:24])=[N:10][N:11]([CH2:13][C:14]2[CH:15]=[CH:16][C:17]([O:20][CH3:21])=[CH:18][CH:19]=2)[CH:12]=1.[I:25][C:26]1[CH:27]=[N:28][N:29]([CH2:34][C:35]2[CH:40]=[CH:39][C:38]([O:41][CH3:42])=[CH:37][CH:36]=2)[C:30]=1[C:31]([N:45]([O:46][CH3:47])[CH3:44])=[O:33]. The catalyst class is: 59. (5) Reactant: [C:1]1([CH2:7][CH2:8][CH2:9][CH2:10][CH2:11][CH2:12][CH:13]([C:15]2[O:19][C:18]([C:20]3[CH:25]=[CH:24][CH:23]=[CH:22][N:21]=3)=[N:17][CH:16]=2)[OH:14])[CH:6]=[CH:5][CH:4]=[CH:3][CH:2]=1.CC(OI1(OC(C)=O)(OC(C)=O)OC(=O)C2C=CC=CC1=2)=O. Product: [C:1]1([CH2:7][CH2:8][CH2:9][CH2:10][CH2:11][CH2:12][C:13]([C:15]2[O:19][C:18]([C:20]3[CH:25]=[CH:24][CH:23]=[CH:22][N:21]=3)=[N:17][CH:16]=2)=[O:14])[CH:6]=[CH:5][CH:4]=[CH:3][CH:2]=1. The catalyst class is: 2.